Dataset: Forward reaction prediction with 1.9M reactions from USPTO patents (1976-2016). Task: Predict the product of the given reaction. (1) The product is: [N:1]1([CH2:6][CH2:7][C:8]2[CH:9]=[CH:10][C:11]([CH2:12][NH2:13])=[CH:14][CH:15]=2)[CH2:5][CH2:4][CH2:3][CH2:2]1. Given the reactants [N:1]1([CH2:6][CH2:7][C:8]2[CH:15]=[CH:14][C:11]([C:12]#[N:13])=[CH:10][CH:9]=2)[CH2:5][CH2:4][CH2:3][CH2:2]1.[H][H], predict the reaction product. (2) Given the reactants [CH3:1][O:2][C:3]1[CH:4]=[C:5]([CH:11]([N:16]2[C:20](=[O:21])[C:19]3=[CH:22][CH:23]=[CH:24][CH:25]=[C:18]3[C:17]2=[O:26])[CH2:12][C:13](O)=[O:14])[CH:6]=[CH:7][C:8]=1[O:9][CH3:10].Cl.[NH2:28][OH:29], predict the reaction product. The product is: [OH:29][NH:28][C:13](=[O:14])[CH2:12][CH:11]([C:5]1[CH:6]=[CH:7][C:8]([O:9][CH3:10])=[C:3]([O:2][CH3:1])[CH:4]=1)[N:16]1[C:20](=[O:21])[C:19]2=[CH:22][CH:23]=[CH:24][CH:25]=[C:18]2[C:17]1=[O:26]. (3) Given the reactants [CH3:1][C@@H:2]1[CH2:7][CH2:6][CH2:5][CH2:4][C@@H:3]1[NH:8][C:9]1[C:14](C(O)=O)=[CH:13][N:12]=[C:11]2[N:18]([CH2:21][O:22][CH2:23][CH2:24][Si:25]([CH3:28])([CH3:27])[CH3:26])[CH:19]=[CH:20][C:10]=12.C([N:31]([CH2:34]C)CC)C.C1(P(N=[N+]=[N-])(C2C=CC=CC=2)=[O:43])C=CC=CC=1.CCOC(C)=O, predict the reaction product. The product is: [CH3:1][C@@H:2]1[CH2:7][CH2:6][CH2:5][CH2:4][C@@H:3]1[N:8]1[C:9]2=[C:10]3[CH:20]=[CH:19][N:18]([CH2:21][O:22][CH2:23][CH2:24][Si:25]([CH3:28])([CH3:27])[CH3:26])[C:11]3=[N:12][CH:13]=[C:14]2[NH:31][C:34]1=[O:43]. (4) Given the reactants [NH2:1]/[C:2](/[CH3:8])=[CH:3]\[C:4]([O:6][CH3:7])=[O:5].[CH3:9][S:10]([OH:13])(=[O:12])=[O:11].[H][H], predict the reaction product. The product is: [CH3:9][S:10]([OH:13])(=[O:12])=[O:11].[NH2:1][C@H:2]([CH3:8])[CH2:3][C:4]([O:6][CH3:7])=[O:5].